From a dataset of Human intestinal absorption (HIA) binary classification data from Hou et al.. Regression/Classification. Given a drug SMILES string, predict its absorption, distribution, metabolism, or excretion properties. Task type varies by dataset: regression for continuous measurements (e.g., permeability, clearance, half-life) or binary classification for categorical outcomes (e.g., BBB penetration, CYP inhibition). Dataset: hia_hou. (1) The drug is CCCN(CCC)S(=O)(=O)c1ccc(C(=O)O)cc1. The result is 1 (good absorption). (2) The drug is CC(C)NC[C@@H](O)c1cc(O)cc(O)c1. The result is 1 (good absorption). (3) The molecule is CC(O)(P(=O)(O)O)P(=O)(O)O. The result is 0 (poor absorption). (4) The compound is CCOC(=O)n1ccn(C)c1=S. The result is 1 (good absorption). (5) The drug is CCCNC(=O)NS(=O)(=O)c1ccc(Cl)cc1. The result is 1 (good absorption). (6) The molecule is C[N+]1(C)CCC[C@@H]1COC(=O)C(O)(c1ccccc1)c1ccccc1. The result is 0 (poor absorption).